Dataset: Catalyst prediction with 721,799 reactions and 888 catalyst types from USPTO. Task: Predict which catalyst facilitates the given reaction. (1) Product: [CH2:1]([C@@H:8]([C@@H:9]([CH:11]1[CH2:15][C@@H:14]([O:16][CH2:17][C:18]2[CH:23]=[CH:22][CH:21]=[CH:20][CH:19]=2)[CH2:13][N:12]1[C:24]([O:26][C:27]([CH3:29])([CH3:28])[CH3:30])=[O:25])[OH:10])[C:31]([OH:42])=[O:32])[C:2]1[CH:3]=[CH:4][CH:5]=[CH:6][CH:7]=1. The catalyst class is: 731. Reactant: [CH2:1]([C@H:8]([C:31](N1[C@@H](C(C)C)COC1=O)=[O:32])[C@@H:9]([CH:11]1[CH2:15][C@@H:14]([O:16][CH2:17][C:18]2[CH:23]=[CH:22][CH:21]=[CH:20][CH:19]=2)[CH2:13][N:12]1[C:24]([O:26][C:27]([CH3:30])([CH3:29])[CH3:28])=[O:25])[OH:10])[C:2]1[CH:7]=[CH:6][CH:5]=[CH:4][CH:3]=1.[OH:42]O.O[Li].O. (2) Reactant: [CH3:1][N:2]([CH3:12])[S:3]([N:6]1[CH:10]=[C:9](Br)[N:8]=[CH:7]1)(=[O:5])=[O:4].[F:13][C:14]1[CH:19]=[CH:18][C:17](B(O)O)=[CH:16][CH:15]=1.C(=O)([O-])[O-].[Na+].[Na+].C1(C)C=CC=CC=1. Product: [CH3:1][N:2]([CH3:12])[S:3]([N:6]1[CH:10]=[C:9]([C:17]2[CH:18]=[CH:19][C:14]([F:13])=[CH:15][CH:16]=2)[N:8]=[CH:7]1)(=[O:5])=[O:4]. The catalyst class is: 690. (3) Reactant: [CH2:1]([O:8][C:9]1[CH:10]=[C:11]([CH:15]=[C:16]([C:18]([O:20][CH3:21])=[O:19])[CH:17]=1)[C:12](O)=[O:13])[C:2]1[CH:7]=[CH:6][CH:5]=[CH:4][CH:3]=1.C(N(CC)CC)C.C(OC(Cl)=O)C(C)C.[BH4-].[Na+]. Product: [CH2:1]([O:8][C:9]1[CH:17]=[C:16]([CH:15]=[C:11]([CH2:12][OH:13])[CH:10]=1)[C:18]([O:20][CH3:21])=[O:19])[C:2]1[CH:7]=[CH:6][CH:5]=[CH:4][CH:3]=1. The catalyst class is: 2. (4) Reactant: [Cl:1][C:2]1[CH:8]=[C:7]([O:9][C:10]2[C:19]3[C:14](=[CH:15][C:16]([O:22][CH3:23])=[C:17]([O:20][CH3:21])[CH:18]=3)[N:13]=[CH:12][N:11]=2)[CH:6]=[CH:5][C:3]=1[NH2:4].C1(C)C=CC=CC=1.C(N(CC)CC)C.ClC(Cl)(O[C:42](=[O:48])[O:43][C:44](Cl)(Cl)Cl)Cl.[Cl:50][C:51]1[CH:61]=[CH:60][CH:59]=[CH:58][C:52]=1[O:53][CH2:54][CH2:55]CO. Product: [Cl:1][C:2]1[CH:8]=[C:7]([O:9][C:10]2[C:19]3[C:14](=[CH:15][C:16]([O:22][CH3:23])=[C:17]([O:20][CH3:21])[CH:18]=3)[N:13]=[CH:12][N:11]=2)[CH:6]=[CH:5][C:3]=1[NH:4][C:42](=[O:48])[O:43][CH2:44][CH2:55][CH2:54][O:53][C:52]1[CH:58]=[CH:59][CH:60]=[CH:61][C:51]=1[Cl:50]. The catalyst class is: 2. (5) The catalyst class is: 24. Reactant: [Li+].[OH-].C[O:4][C:5]([C:7]1[CH:8]=[CH:9][C:10]2[CH:14]=[C:13]([C:15]3[C:20]([Cl:21])=[CH:19][N:18]=[C:17]([NH:22][CH2:23][CH2:24][CH2:25][N:26]4[CH2:31][CH2:30][N:29]([CH3:32])[CH2:28][CH2:27]4)[N:16]=3)[S:12][C:11]=2[CH:33]=1)=[O:6].C1COCC1.[ClH:39]. Product: [ClH:21].[ClH:39].[ClH:21].[Cl:21][C:20]1[C:15]([C:13]2[S:12][C:11]3[CH:33]=[C:7]([C:5]([OH:6])=[O:4])[CH:8]=[CH:9][C:10]=3[CH:14]=2)=[N:16][C:17]([NH:22][CH2:23][CH2:24][CH2:25][N:26]2[CH2:27][CH2:28][N:29]([CH3:32])[CH2:30][CH2:31]2)=[N:18][CH:19]=1. (6) Reactant: [CH3:1][O:2][C:3]1[C:12]([N:13](C2C=CC=CC=2)[C:14](=[O:16])[O-])=[N:11][C:10]2[C:5](=[CH:6][CH:7]=[CH:8][CH:9]=2)[N:4]=1.[C:23]1([CH:29]([C:36]2[CH:41]=[CH:40][CH:39]=[CH:38][CH:37]=2)[N:30]2[CH2:35][CH2:34][NH:33][CH2:32][CH2:31]2)[CH:28]=[CH:27][CH:26]=[CH:25][CH:24]=1.C1CCN2C(=NCCC2)CC1. Product: [CH3:1][O:2][C:3]1[C:12]([NH:13][C:14]([N:33]2[CH2:34][CH2:35][N:30]([CH:29]([C:23]3[CH:28]=[CH:27][CH:26]=[CH:25][CH:24]=3)[C:36]3[CH:41]=[CH:40][CH:39]=[CH:38][CH:37]=3)[CH2:31][CH2:32]2)=[O:16])=[N:11][C:10]2[C:5](=[CH:6][CH:7]=[CH:8][CH:9]=2)[N:4]=1. The catalyst class is: 1.